This data is from Microsomal clearance measurements from AstraZeneca. The task is: Regression/Classification. Given a drug SMILES string, predict its absorption, distribution, metabolism, or excretion properties. Task type varies by dataset: regression for continuous measurements (e.g., permeability, clearance, half-life) or binary classification for categorical outcomes (e.g., BBB penetration, CYP inhibition). For this dataset (clearance_microsome_az), we predict log10(clearance) (log10 of the in vitro intrinsic clearance, CLint, in uL/min per mg of human liver microsomal protein, equivalently mL/min/g; values are censored to the assay range of 3 to 150, which is 0.477 to 2.18 on this log10 scale). The drug is Cc1ccc(NC(=O)c2ccno2)cc1-n1cnc2ccc(N3CCN(C)CC3)cc2c1=O. The log10(clearance) is 0.480.